From a dataset of Reaction yield outcomes from USPTO patents with 853,638 reactions. Predict the reaction yield, written as a fraction of the theoretical maximum amount of product (1.0 means a 100% yield; for example, 0.34 means a 34% yield). (1) The reactants are [CH3:1][N:2]([C:11]1[CH:12]=[CH:13][CH:14]=[C:15]2[C:19]=1[NH:18][C:17]([C:20]1[S:21][C:22]3([CH2:29][CH2:28][NH:27][CH2:26][CH2:25]3)[CH2:23][N:24]=1)=[CH:16]2)[S:3]([C:6]1[S:7][CH:8]=[CH:9][CH:10]=1)(=[O:5])=[O:4].[CH3:30][N:31]1[CH:35]=[CH:34][N:33]=[C:32]1[CH:36]=O.C(O[BH-](OC(=O)C)OC(=O)C)(=O)C.[Na+].O. The catalyst is O1CCCC1. The product is [CH3:1][N:2]([C:11]1[CH:12]=[CH:13][CH:14]=[C:15]2[C:19]=1[NH:18][C:17]([C:20]1[S:21][C:22]3([CH2:29][CH2:28][N:27]([CH2:36][C:32]4[N:31]([CH3:30])[CH:35]=[CH:34][N:33]=4)[CH2:26][CH2:25]3)[CH2:23][N:24]=1)=[CH:16]2)[S:3]([C:6]1[S:7][CH:8]=[CH:9][CH:10]=1)(=[O:4])=[O:5]. The yield is 0.120. (2) The reactants are [F:1][C:2]1[S:6][C:5]([C:7]([OH:9])=O)=[CH:4][CH:3]=1.Cl.[CH3:11][NH:12][O:13][CH3:14].O.ON1C2C=CC=CC=2N=N1.Cl.CN(C)CCCN=C=NCC.C(N(C(C)C)CC)(C)C. The catalyst is O1CCCC1.O. The product is [F:1][C:2]1[S:6][C:5]([C:7]([N:12]([O:13][CH3:14])[CH3:11])=[O:9])=[CH:4][CH:3]=1. The yield is 0.870. (3) The reactants are [N:1]12[CH2:8][CH2:7][CH:4]([CH2:5][CH2:6]1)[C:3](=[O:9])[CH2:2]2.[CH:10]([Mg]Br)=[CH2:11].Cl.[OH-].[Na+]. The catalyst is O1CCCC1. The product is [CH:10]([C:3]1([OH:9])[CH:4]2[CH2:7][CH2:8][N:1]([CH2:6][CH2:5]2)[CH2:2]1)=[CH2:11]. The yield is 0.540. (4) The reactants are C([O:4][C:5]1[C:14]2[CH:13]=[CH:12][N:11]3[C:15]([CH3:19])=[C:16]([CH3:18])[N:17]=[C:10]3[C:9]=2[N:8]([C:20](=[O:22])[CH3:21])[CH:7]([C:23]2[CH:28]=[CH:27][CH:26]=[CH:25][CH:24]=2)[CH:6]=1)(=O)C.[BH4-].[Na+].[Cl-].[NH4+]. The catalyst is CO.ClCCl. The product is [C:20]([N:8]1[C:9]2[C:10]3=[N:17][C:16]([CH3:18])=[C:15]([CH3:19])[N:11]3[CH:12]=[CH:13][C:14]=2[C@@H:5]([OH:4])[CH2:6][C@H:7]1[C:23]1[CH:28]=[CH:27][CH:26]=[CH:25][CH:24]=1)(=[O:22])[CH3:21]. The yield is 0.750. (5) The reactants are I[C:2]1[C:10]2[C:5](=[N:6][CH:7]=[N:8][C:9]=2[NH2:11])[N:4]([CH:12]2[CH2:17][CH2:16][N:15]([CH3:18])[CH2:14][CH2:13]2)[N:3]=1.[CH3:19][O:20][C:21]1[CH:26]=[C:25](B2OC(C)(C)C(C)(C)O2)[CH:24]=[CH:23][C:22]=1[NH:36][C:37](=[O:43])[O:38][C:39]([CH3:42])([CH3:41])[CH3:40].C(=O)([O-])[O-].[Na+].[Na+].COCCOC. The catalyst is O. The product is [NH2:11][C:9]1[N:8]=[CH:7][N:6]=[C:5]2[N:4]([CH:12]3[CH2:17][CH2:16][N:15]([CH3:18])[CH2:14][CH2:13]3)[N:3]=[C:2]([C:25]3[CH:24]=[CH:23][C:22]([NH:36][C:37](=[O:43])[O:38][C:39]([CH3:40])([CH3:41])[CH3:42])=[C:21]([O:20][CH3:19])[CH:26]=3)[C:10]=12. The yield is 0.730. (6) The reactants are P12(SP3(SP(SP(S3)(S1)=S)(=S)S2)=S)=[S:2].C([O-])([O-])=O.[Na+].[Na+].[CH3:21][O:22][C:23](=[O:46])[CH2:24][C@@H:25]1[N:31]=[C:30]([C:32]2[CH:37]=[CH:36][C:35]([Cl:38])=[CH:34][CH:33]=2)[C:29]2[CH:39]=[C:40]([O:43][CH3:44])[CH:41]=[CH:42][C:28]=2[NH:27][C:26]1=O. The catalyst is ClCCCl. The product is [CH3:21][O:22][C:23](=[O:46])[CH2:24][C@@H:25]1[N:31]=[C:30]([C:32]2[CH:37]=[CH:36][C:35]([Cl:38])=[CH:34][CH:33]=2)[C:29]2[CH:39]=[C:40]([O:43][CH3:44])[CH:41]=[CH:42][C:28]=2[NH:27][C:26]1=[S:2]. The yield is 0.980. (7) The reactants are [I:1]I.CN(C)C(N(C)C)=N.[CH2:11]([O:13][C:14]([N:16]1[C:25]2[C:20](=[CH:21][C:22]([C:26]([F:29])([F:28])[F:27])=[CH:23][CH:24]=2)[C:19](=NN)[CH2:18][C@H:17]1[CH2:32][CH3:33])=[O:15])[CH3:12]. The catalyst is O1CCCC1. The product is [CH2:11]([O:13][C:14]([N:16]1[C:25]2[C:20](=[CH:21][C:22]([C:26]([F:29])([F:28])[F:27])=[CH:23][CH:24]=2)[C:19]([I:1])=[CH:18][C@H:17]1[CH2:32][CH3:33])=[O:15])[CH3:12]. The yield is 0.720. (8) The reactants are C[O:2][C:3]1[CH:8]=[CH:7][C:6]([C:9]([C:11]2[S:15][C:14]([NH2:16])=[N:13][C:12]=2[C:17]2[O:18][CH:19]=[CH:20][CH:21]=2)=[O:10])=[CH:5][N:4]=1.Br.C(=O)([O-])[O-].[Na+].[Na+]. The catalyst is C(O)(=O)C. The product is [O:2]=[C:3]1[CH:8]=[CH:7][C:6]([C:9]([C:11]2[S:15][C:14]([NH2:16])=[N:13][C:12]=2[C:17]2[O:18][CH:19]=[CH:20][CH:21]=2)=[O:10])=[CH:5][NH:4]1. The yield is 0.930. (9) The reactants are [NH2:1][C:2]1[N:6]([C:7]2[C:8]([F:18])=[CH:9][C:10]([CH3:17])=[C:11]([S:13](Cl)(=O)=O)[CH:12]=2)[N:5]=[C:4]([C:19]([F:22])([F:21])[F:20])[N:3]=1.C(O)C.Cl.O. The catalyst is [Zn].C(OCC)(=O)C. The product is [NH2:1][C:2]1[N:6]([C:7]2[C:8]([F:18])=[CH:9][C:10]([CH3:17])=[C:11]([SH:13])[CH:12]=2)[N:5]=[C:4]([C:19]([F:22])([F:21])[F:20])[N:3]=1. The yield is 1.00. (10) The reactants are [I:1][C:2]1[CH:3]=[C:4]2[C:8](=[CH:9][CH:10]=1)[NH:7][C:6](=[O:11])[C:5]2=O.[CH3:13][C:14]1[CH:19]=[CH:18][C:17]([S:20]([CH2:23][C:24]([NH:26][NH2:27])=[O:25])(=[O:22])=[O:21])=[CH:16][CH:15]=1. The catalyst is C(O)(=O)C. The product is [I:1][C:2]1[CH:3]=[C:4]2[C:8](=[CH:9][CH:10]=1)[NH:7][C:6](=[O:11])[C:5]2=[N:27][NH:26][C:24](=[O:25])[CH2:23][S:20]([C:17]1[CH:18]=[CH:19][C:14]([CH3:13])=[CH:15][CH:16]=1)(=[O:21])=[O:22]. The yield is 0.820.